This data is from Full USPTO retrosynthesis dataset with 1.9M reactions from patents (1976-2016). The task is: Predict the reactants needed to synthesize the given product. (1) The reactants are: [NH2:1][C:2]1[C:10]2[C:5](=[N:6][C:7]([CH:31]([CH3:33])[CH3:32])=[CH:8][C:9]=2[C:11]2[CH:16]=[CH:15][C:14]([NH:17][C:18]([NH:20][C:21]3[CH:26]=[CH:25][CH:24]=[C:23]([C:27]([F:30])([F:29])[F:28])[CH:22]=3)=[O:19])=[CH:13][CH:12]=2)[NH:4][N:3]=1.[H-].[Na+].Cl.Cl[CH2:38][CH2:39][N:40]1[CH2:45][CH2:44][O:43][CH2:42][CH2:41]1.C(N(CC)CC)C. Given the product [NH2:1][C:2]1[C:10]2[C:5](=[N:6][C:7]([CH:31]([CH3:33])[CH3:32])=[CH:8][C:9]=2[C:11]2[CH:12]=[CH:13][C:14]([NH:17][C:18]([NH:20][C:21]3[CH:26]=[CH:25][CH:24]=[C:23]([C:27]([F:30])([F:28])[F:29])[CH:22]=3)=[O:19])=[CH:15][CH:16]=2)[N:4]([CH2:38][CH2:39][N:40]2[CH2:45][CH2:44][O:43][CH2:42][CH2:41]2)[N:3]=1, predict the reactants needed to synthesize it. (2) Given the product [CH2:1]([N:8]1[C:12]([CH2:13][C:14]2[C:19]([CH2:20][CH3:21])=[N:24][NH:25][C:15]=2[CH2:16][CH3:17])=[CH:11][N:10]=[CH:9]1)[C:2]1[CH:7]=[CH:6][CH:5]=[CH:4][CH:3]=1, predict the reactants needed to synthesize it. The reactants are: [CH2:1]([N:8]1[C:12]([CH2:13][CH:14]([C:19](=O)[CH2:20][CH3:21])[C:15](=O)[CH2:16][CH3:17])=[CH:11][N:10]=[CH:9]1)[C:2]1[CH:7]=[CH:6][CH:5]=[CH:4][CH:3]=1.O.[NH2:24][NH2:25]. (3) Given the product [CH2:32]([O:31][C:29]([NH:28][C@@H:4]([CH2:5][NH:6][C:7]([N:9]1[CH2:14][CH2:13][N:12]([C:15]2[CH:20]=[CH:19][CH:18]=[C:17]([NH:21][C:22]3[NH:23][CH2:24][CH2:25][CH2:26][N:27]=3)[CH:16]=2)[CH2:11][CH2:10]1)=[O:8])[C:3]([OH:39])=[O:2])=[O:30])[C:33]1[CH:38]=[CH:37][CH:36]=[CH:35][CH:34]=1, predict the reactants needed to synthesize it. The reactants are: C[O:2][C:3](=[O:39])[C@@H:4]([NH:28][C:29]([O:31][CH2:32][C:33]1[CH:38]=[CH:37][CH:36]=[CH:35][CH:34]=1)=[O:30])[CH2:5][NH:6][C:7]([N:9]1[CH2:14][CH2:13][N:12]([C:15]2[CH:20]=[CH:19][CH:18]=[C:17]([NH:21][C:22]3[NH:23][CH2:24][CH2:25][CH2:26][N:27]=3)[CH:16]=2)[CH2:11][CH2:10]1)=[O:8].[OH-].[Na+].FC(F)(F)C(O)=O. (4) The reactants are: I[C:2]1[N:3]=[CH:4][N:5]([C:7]2[CH:12]=[CH:11][CH:10]=[C:9]([Cl:13])[CH:8]=2)[CH:6]=1.C([Mg]Cl)(C)C.[CH2:19]([Sn:23](Cl)([CH2:28][CH2:29][CH2:30][CH3:31])[CH2:24][CH2:25][CH2:26][CH3:27])[CH2:20][CH2:21][CH3:22].[Cl-].[NH4+]. Given the product [Cl:13][C:9]1[CH:8]=[C:7]([N:5]2[CH:6]=[C:2]([Sn:23]([CH2:24][CH2:25][CH2:26][CH3:27])([CH2:28][CH2:29][CH2:30][CH3:31])[CH2:19][CH2:20][CH2:21][CH3:22])[N:3]=[CH:4]2)[CH:12]=[CH:11][CH:10]=1, predict the reactants needed to synthesize it. (5) Given the product [CH:27]1([C:16]2[N:15]=[C:14]([C:12]([NH:11][C:10]3[S:9][C:8]([CH3:30])=[N:7][C:6]=3[C:4]([OH:5])=[O:3])=[O:13])[C:19]([NH:20][C:21]3[CH:26]=[N:25][CH:24]=[N:23][CH:22]=3)=[N:18][CH:17]=2)[CH2:29][CH2:28]1, predict the reactants needed to synthesize it. The reactants are: C([O:3][C:4]([C:6]1[N:7]=[C:8]([CH3:30])[S:9][C:10]=1[NH:11][C:12]([C:14]1[C:19]([NH:20][C:21]2[CH:22]=[N:23][CH:24]=[N:25][CH:26]=2)=[N:18][CH:17]=[C:16]([CH:27]2[CH2:29][CH2:28]2)[N:15]=1)=[O:13])=[O:5])C.[OH-].[Li+]. (6) Given the product [CH3:8][O:23][C:22](=[O:24])[C@@H:21]([C:17]1[CH:18]=[CH:19][CH:20]=[C:15]([Cl:14])[CH:16]=1)[OH:25], predict the reactants needed to synthesize it. The reactants are: C[Si](C=[N+]=[N-])(C)C.[CH3:8]CCCCC.[Cl:14][C:15]1[CH:16]=[C:17]([C@@H:21]([OH:25])[C:22]([OH:24])=[O:23])[CH:18]=[CH:19][CH:20]=1.CO.